This data is from Full USPTO retrosynthesis dataset with 1.9M reactions from patents (1976-2016). The task is: Predict the reactants needed to synthesize the given product. Given the product [CH3:22][C:19]1[O:18][C:17]([CH:14]2[CH2:15][CH2:16][NH:11][CH2:12][CH2:13]2)=[N:21][N:20]=1, predict the reactants needed to synthesize it. The reactants are: C(OC([N:11]1[CH2:16][CH2:15][CH:14]([C:17]2[O:18][C:19]([CH3:22])=[N:20][N:21]=2)[CH2:13][CH2:12]1)=O)C1C=CC=CC=1.